From a dataset of Reaction yield outcomes from USPTO patents with 853,638 reactions. Predict the reaction yield, written as a fraction of the theoretical maximum amount of product (1.0 means a 100% yield; for example, 0.34 means a 34% yield). (1) The reactants are FC(F)(F)C(OC(=O)C(F)(F)F)=O.[C:14]([O:18][C:19]([N:21]1[CH2:40][CH2:39][C:24]2([N:28]=[C:27]([C:29]3[CH:34]=[CH:33][C:32]([C:35](=O)[NH2:36])=[CH:31][CH:30]=3)[NH:26][C:25]2=[O:38])[CH2:23][CH2:22]1)=[O:20])([CH3:17])([CH3:16])[CH3:15].N1C=CC=CC=1.C([O-])(O)=O.[Na+]. The catalyst is O1CCOCC1. The product is [C:14]([O:18][C:19]([N:21]1[CH2:22][CH2:23][C:24]2([N:28]=[C:27]([C:29]3[CH:30]=[CH:31][C:32]([C:35]#[N:36])=[CH:33][CH:34]=3)[NH:26][C:25]2=[O:38])[CH2:39][CH2:40]1)=[O:20])([CH3:17])([CH3:15])[CH3:16]. The yield is 0.710. (2) The product is [CH3:30][C:31]1([CH3:38])[C:35]([CH3:37])([CH3:36])[O:34][B:33]([C:2]2[C:3]3[C:4]4[CH2:15][CH2:14][N:13]([C:16]([O:18][C:19]([CH3:22])([CH3:21])[CH3:20])=[O:17])[CH2:12][CH2:11][C:5]=4[NH:6][C:7]=3[CH:8]=[CH:9][CH:10]=2)[O:32]1. The catalyst is Cl[Pd](Cl)([P](C1C=CC=CC=1)(C1C=CC=CC=1)C1C=CC=CC=1)[P](C1C=CC=CC=1)(C1C=CC=CC=1)C1C=CC=CC=1.O1CCOCC1. The reactants are Br[C:2]1[C:3]2[C:4]3[CH2:15][CH2:14][N:13]([C:16]([O:18][C:19]([CH3:22])([CH3:21])[CH3:20])=[O:17])[CH2:12][CH2:11][C:5]=3[NH:6][C:7]=2[CH:8]=[CH:9][CH:10]=1.CCN(CC)CC.[CH3:30][C:31]1([CH3:38])[C:35]([CH3:37])([CH3:36])[O:34][BH:33][O:32]1. The yield is 0.930. (3) The reactants are [C:1]([O:5][C:6](=[O:53])[CH2:7][CH:8]1[CH2:13][CH:12]([CH2:14][CH2:15][C:16]2[N:17]([CH:48](C)[CH3:49])[C:18]([C:34](=[O:47])[NH:35][CH2:36][C:37]3[CH:42]=[CH:41][CH:40]=[C:39]([CH2:43][N:44]=[N+:45]=[N-:46])[CH:38]=3)=[C:19]([C:28]3[CH:33]=[CH:32][CH:31]=[CH:30][CH:29]=3)[C:20]=2[C:21]2[CH:26]=[CH:25][C:24]([F:27])=[CH:23][CH:22]=2)[O:11]C(C)(C)[O:9]1)(C)([CH3:3])[CH3:2].Cl. The catalyst is CO. The product is [CH:1]([O:5][C:6](=[O:53])[CH2:7][CH:8]([OH:9])[CH2:13][CH:12]([OH:11])[CH2:14][CH2:15][C:16]1[N:17]([CH2:48][CH3:49])[C:18]([C:34](=[O:47])[NH:35][CH2:36][C:37]2[CH:42]=[CH:41][CH:40]=[C:39]([CH2:43][N:44]=[N+:45]=[N-:46])[CH:38]=2)=[C:19]([C:28]2[CH:33]=[CH:32][CH:31]=[CH:30][CH:29]=2)[C:20]=1[C:21]1[CH:22]=[CH:23][C:24]([F:27])=[CH:25][CH:26]=1)([CH3:2])[CH3:3]. The yield is 0.800. (4) The reactants are F[C:2]1[CH:7]=[CH:6][C:5]([N+:8]([O-:10])=[O:9])=[CH:4][C:3]=1[CH2:11][C:12]([OH:14])=O.[CH3:15][O:16][CH2:17][CH2:18][NH2:19]. The catalyst is CS(C)=O. The product is [CH3:15][O:16][CH2:17][CH2:18][N:19]1[C:2]2[C:3](=[CH:4][C:5]([N+:8]([O-:10])=[O:9])=[CH:6][CH:7]=2)[CH2:11][C:12]1=[O:14]. The yield is 0.607. (5) The reactants are [P:1]([F:5])([F:4])([O-:3])=[O:2].[Li+:6].C(=O)(OC)OC.Cl[S:14]([OH:17])(=[O:16])=[O:15]. No catalyst specified. The product is [S:14]([O-:17])([O:2][P:1]([F:5])([F:4])=[O:3])(=[O:16])=[O:15].[Li+:6]. The yield is 0.610. (6) The reactants are [F:1][C:2]1[CH:9]=[C:8](/[CH:10]=[CH:11]/[B:12]2[O:16][C:15]([CH3:18])([CH3:17])[C:14]([CH3:20])([CH3:19])[O:13]2)[CH:7]=[CH:6][C:3]=1[CH:4]=O.[NH:21]1[CH2:26][CH2:25][O:24][CH2:23][CH2:22]1.[BH-](OC(C)=O)(OC(C)=O)OC(C)=O.[Na+].CC(O)=O. The catalyst is ClCCCl. The product is [F:1][C:2]1[CH:9]=[C:8](/[CH:10]=[CH:11]/[B:12]2[O:16][C:15]([CH3:18])([CH3:17])[C:14]([CH3:20])([CH3:19])[O:13]2)[CH:7]=[CH:6][C:3]=1[CH2:4][N:21]1[CH2:26][CH2:25][O:24][CH2:23][CH2:22]1. The yield is 0.940. (7) The reactants are [CH2:1]([N:5]1[C:13](=[O:14])[NH:12][C:11]2[C:6]1=[N:7][C:8]([C:19]1[CH:24]=[CH:23][CH:22]=[C:21]([O:25][Si](C(C)C)(C(C)C)C(C)C)[CH:20]=1)=[N:9][C:10]=2[C:15]([O:17]C)=O)[CH:2]([CH3:4])[CH3:3].[NH2:36]C1C(C(OC)=O)=NC(C2C=CC=C(O[Si](C(C)C)(C(C)C)C(C)C)C=2)=NC=1NC1C2C(=CC=CC=2)CC1. The catalyst is ClCCl. The product is [OH:25][C:21]1[CH:20]=[C:19]([C:8]2[N:7]=[C:6]3[C:11]([NH:12][C:13](=[O:14])[N:5]3[CH2:1][CH:2]([CH3:3])[CH3:4])=[C:10]([C:15]([NH2:36])=[O:17])[N:9]=2)[CH:24]=[CH:23][CH:22]=1. The yield is 0.850. (8) The yield is 0.300. The catalyst is C1COCC1. The reactants are OC(C)(C)CNC(N)=N.[NH2:10][C:11]1[CH:16]=[CH:15][N:14]=[CH:13][CH:12]=1.[Li+].C[Si]([N-][Si](C)(C)C)(C)C.[CH3:27][C:28]([OH:51])([CH3:50])[CH2:29][NH:30][C:31]1[N:36]=[C:35]([C:37]([F:40])([F:39])[F:38])[C:34]([C:41]2[CH:46]=[CH:45][N:44]=[C:43](S(C)=O)[N:42]=2)=[CH:33][N:32]=1. The product is [CH3:50][C:28]([OH:51])([CH3:27])[CH2:29][NH:30][C:31]1[N:36]=[C:35]([C:37]([F:39])([F:38])[F:40])[C:34]([C:41]2[CH:46]=[CH:45][N:44]=[C:43]([NH:10][C:11]3[CH:16]=[CH:15][N:14]=[CH:13][CH:12]=3)[N:42]=2)=[CH:33][N:32]=1. (9) The reactants are [N:8]1(C([N:8]2[CH:12]=[CH:11][N:10]=[CH:9]2)=N)[CH:12]=[CH:11][N:10]=[CH:9]1.N[C:14]1[CH:19]=[CH:18]C=C[C:15]=1[OH:20]. The catalyst is C1COCC1. The product is [O:20]1[C:15]2[CH:14]=[CH:19][CH:18]=[CH:12][C:11]=2[N:10]=[C:9]1[NH2:8]. The yield is 0.870. (10) The reactants are [CH3:1][N:2]1[C@@H:19]2[CH2:20][C:7]3[CH:8]=[CH:9][C:10]([O:22][CH3:23])=[C:11]4[O:12][C@H:13]5[C:14]([CH2:16][CH2:17][C@:18]2([OH:21])[C@:5]5([C:6]=34)[CH2:4][CH2:3]1)=[O:15].C(O)(=O)C.[ClH:28]. The catalyst is O. The product is [CH3:1][N:2]1[C@@H:19]2[CH2:20][C:7]3[CH:8]=[CH:9][C:10]([O:22][CH3:23])=[C:11]4[O:12][C@H:13]5[C:14]([CH2:16][CH2:17][C@:18]2([OH:21])[C@:5]5([C:6]=34)[CH2:4][CH2:3]1)=[O:15].[ClH:28]. The yield is 0.964.